Dataset: Reaction yield outcomes from USPTO patents with 853,638 reactions. Task: Predict the reaction yield, written as a fraction of the theoretical maximum amount of product (1.0 means a 100% yield; for example, 0.34 means a 34% yield). (1) The reactants are [Br:1][C:2]1[CH:3]=[CH:4][C:5](I)=[N:6][CH:7]=1.[CH3:9][O:10][C:11]1[CH:16]=[CH:15][C:14](B(O)O)=[CH:13][CH:12]=1.C([O-])([O-])=O.[Na+].[Na+].O. The catalyst is C1(C)C=CC=CC=1.C1C=CC([P]([Pd]([P](C2C=CC=CC=2)(C2C=CC=CC=2)C2C=CC=CC=2)([P](C2C=CC=CC=2)(C2C=CC=CC=2)C2C=CC=CC=2)[P](C2C=CC=CC=2)(C2C=CC=CC=2)C2C=CC=CC=2)(C2C=CC=CC=2)C2C=CC=CC=2)=CC=1. The product is [Br:1][C:2]1[CH:3]=[CH:4][C:5]([C:14]2[CH:15]=[CH:16][C:11]([O:10][CH3:9])=[CH:12][CH:13]=2)=[N:6][CH:7]=1. The yield is 0.970. (2) The reactants are Cl[C:2]1[N:7]=[CH:6][C:5]2[N:8]=[C:9]([C@H:17]([O:19][CH:20]3[CH2:25][CH2:24][CH2:23][CH2:22][O:21]3)[CH3:18])[N:10]([C@@H:11]([CH3:16])[C:12]([F:15])([F:14])[F:13])[C:4]=2[CH:3]=1.[F:26][C@H:27]1[C@@H:32]([O:33][CH3:34])[CH2:31][CH2:30][N:29]([C:35]2[N:40]=[C:39]([NH2:41])[CH:38]=[CH:37][N:36]=2)[CH2:28]1.C1(P(C2CCCCC2)C2C=CC=CC=2C2C(C(C)C)=CC(C(C)C)=CC=2C(C)C)CCCCC1.C(=O)([O-])[O-].[Cs+].[Cs+]. The catalyst is O1CCOCC1.C1C=CC(/C=C/C(/C=C/C2C=CC=CC=2)=O)=CC=1.C1C=CC(/C=C/C(/C=C/C2C=CC=CC=2)=O)=CC=1.C1C=CC(/C=C/C(/C=C/C2C=CC=CC=2)=O)=CC=1.[Pd].[Pd]. The product is [F:26][C@H:27]1[C@@H:32]([O:33][CH3:34])[CH2:31][CH2:30][N:29]([C:35]2[N:40]=[C:39]([NH:41][C:2]3[N:7]=[CH:6][C:5]4[N:8]=[C:9]([C@H:17]([O:19][CH:20]5[CH2:25][CH2:24][CH2:23][CH2:22][O:21]5)[CH3:18])[N:10]([C@@H:11]([CH3:16])[C:12]([F:15])([F:14])[F:13])[C:4]=4[CH:3]=3)[CH:38]=[CH:37][N:36]=2)[CH2:28]1. The yield is 0.530. (3) The reactants are C(OC([C@@H:11]([CH2:39][C:40]1[CH:45]=[CH:44][CH:43]=[CH:42][CH:41]=1)[C@@H:12]([C@H:21]1[CH2:25][C@@H:24]([S:26]([CH2:29][CH2:30][CH3:31])(=[O:28])=[O:27])[CH2:23][N:22]1C(OC(C)(C)C)=O)[O:13][Si](C(C)(C)C)(C)C)=O)C1C=CC=CC=1.[C:46]([NH:49][C@:50]1([C@@H:105]([CH2:107][CH3:108])[CH3:106])[CH2:54][CH2:53][N:52]([C@@H:55]([CH2:96][CH2:97][C:98]2[CH:103]=[CH:102][CH:101]=[CH:100][CH:99]=2)[C:56]([NH:58][C@@H](CC2C=C(F)C=C(F)C=2)[C@@H]([C@H]2C[C@H](OC3C=CC=CN=3)CN2C(C2C=CC=CC=2)C2C=CC=CC=2)O)=[O:57])[C:51]1=[O:104])(=[O:48])[CH3:47].OOS([O-])=O.[K+]. The catalyst is CO.O. The product is [C:46]([NH:49][C@:50]1([C@@H:105]([CH2:107][CH3:108])[CH3:106])[CH2:54][CH2:53][N:52]([C@@H:55]([CH2:96][CH2:97][C:98]2[CH:103]=[CH:102][CH:101]=[CH:100][CH:99]=2)[C:56]([NH:58][C@@H:11]([CH2:39][C:40]2[CH:41]=[CH:42][CH:43]=[CH:44][CH:45]=2)[C@H:12]([OH:13])[C@H:21]2[CH2:25][C@@H:24]([S:26]([CH2:29][CH2:30][CH3:31])(=[O:27])=[O:28])[CH2:23][NH:22]2)=[O:57])[C:51]1=[O:104])(=[O:48])[CH3:47]. The yield is 0.640. (4) The reactants are [OH:1][C:2]1[CH:9]=[CH:8][C:5]([CH:6]=[O:7])=[CH:4][C:3]=1[O:10][CH3:11].C(=O)([O-])[O-].[Li+].[Li+].[Cl:18][C:19]1[CH:26]=[C:25](F)[CH:24]=[CH:23][C:20]=1[C:21]#[N:22].O. The catalyst is CS(C)=O. The product is [Cl:18][C:19]1[CH:26]=[C:25]([O:1][C:2]2[CH:9]=[CH:8][C:5]([CH:6]=[O:7])=[CH:4][C:3]=2[O:10][CH3:11])[CH:24]=[CH:23][C:20]=1[C:21]#[N:22]. The yield is 0.880. (5) The reactants are [CH2:1]([O:8][C:9]1[C:14]2[CH:15]=[C:16]([C:18](=O)[CH2:19]Br)[O:17][C:13]=2[CH:12]=[C:11]([O:22][CH3:23])[CH:10]=1)[C:2]1[CH:7]=[CH:6][CH:5]=[CH:4][CH:3]=1.[F:24][C@H:25]([C:27]1[S:31][C:30]([NH2:32])=[N:29][N:28]=1)[CH3:26]. The catalyst is CC(O)C. The product is [CH2:1]([O:8][C:9]1[C:14]2[CH:15]=[C:16]([C:18]3[N:32]=[C:30]4[N:29]([CH:19]=3)[N:28]=[C:27]([C@@H:25]([F:24])[CH3:26])[S:31]4)[O:17][C:13]=2[CH:12]=[C:11]([O:22][CH3:23])[CH:10]=1)[C:2]1[CH:7]=[CH:6][CH:5]=[CH:4][CH:3]=1. The yield is 0.544. (6) The reactants are [OH:1][C:2]1[CH:3]=[C:4]([CH:18]=[CH:19][CH:20]=1)[CH2:5][NH:6][S:7]([NH:10][C:11](=[O:17])[O:12][C:13]([CH3:16])([CH3:15])[CH3:14])(=[O:9])=[O:8].N1C=CC=CC=1.[F:27][C:28]1[CH:29]=[C:30](B(O)O)[CH:31]=[C:32]([F:35])[C:33]=1[F:34]. The catalyst is ClCCl.C([O-])(=O)C.[Cu+2].C([O-])(=O)C. The product is [F:27][C:28]1[CH:29]=[C:30]([CH:31]=[C:32]([F:35])[C:33]=1[F:34])[O:1][C:2]1[CH:3]=[C:4]([CH:18]=[CH:19][CH:20]=1)[CH2:5][NH:6][S:7]([NH:10][C:11](=[O:17])[O:12][C:13]([CH3:16])([CH3:15])[CH3:14])(=[O:9])=[O:8]. The yield is 0.150.